This data is from Catalyst prediction with 721,799 reactions and 888 catalyst types from USPTO. The task is: Predict which catalyst facilitates the given reaction. (1) Reactant: [Cl-].[Cl-].[Cl-].[Al+3].[N-:5]=[N+:6]=[N-:7].[Na+].[Cl:9][C:10]1[CH:15]=[CH:14][CH:13]=[C:12]([N:16]=[C:17]=[O:18])[C:11]=1[CH3:19].N([O-])=O.[Na+].Cl. Product: [CH3:19][C:11]1[C:10]([Cl:9])=[CH:15][CH:14]=[CH:13][C:12]=1[N:16]1[C:17](=[O:18])[NH:7][N:6]=[N:5]1. The catalyst class is: 145. (2) Reactant: Cl[C:2]1[C:3]2[CH:10]=[C:9]([C:11]3[CH:16]=[CH:15][C:14]([N:17]4[CH2:22][CH2:21][N:20]([CH:23]5[CH2:26][O:25][CH2:24]5)[CH2:19][CH2:18]4)=[C:13]([O:27][CH3:28])[CH:12]=3)[N:8]([CH2:29][O:30][CH2:31][CH2:32][Si:33]([CH3:36])([CH3:35])[CH3:34])[C:4]=2[N:5]=[CH:6][N:7]=1.[O:37]=[S:38]1(=[O:62])[CH2:43][CH2:42][CH:41]([O:44][C:45]2[CH:52]=[CH:51][C:50](B3OC(C)(C)C(C)(C)O3)=[CH:49][C:46]=2[C:47]#[N:48])[CH2:40][CH2:39]1.C([O-])([O-])=O.[Na+].[Na+]. Product: [O:37]=[S:38]1(=[O:62])[CH2:39][CH2:40][CH:41]([O:44][C:45]2[CH:52]=[CH:51][C:50]([C:2]3[C:3]4[CH:10]=[C:9]([C:11]5[CH:16]=[CH:15][C:14]([N:17]6[CH2:22][CH2:21][N:20]([CH:23]7[CH2:26][O:25][CH2:24]7)[CH2:19][CH2:18]6)=[C:13]([O:27][CH3:28])[CH:12]=5)[N:8]([CH2:29][O:30][CH2:31][CH2:32][Si:33]([CH3:34])([CH3:35])[CH3:36])[C:4]=4[N:5]=[CH:6][N:7]=3)=[CH:49][C:46]=2[C:47]#[N:48])[CH2:42][CH2:43]1. The catalyst class is: 104. (3) Reactant: [CH2:1]([N:8]1[CH2:13][CH2:12][N:11]([C:14]2[CH:19]=[CH:18][CH:17]=[CH:16][C:15]=2[NH2:20])[CH2:10][CH2:9]1)[C:2]1[CH:7]=[CH:6][CH:5]=[CH:4][CH:3]=1.N1C=CC=CC=1.[CH3:27][S:28](Cl)(=[O:30])=[O:29].C([O-])(O)=O.[Na+]. Product: [CH3:27][S:28]([NH:20][C:15]1[CH:16]=[CH:17][CH:18]=[CH:19][C:14]=1[N:11]1[CH2:10][CH2:9][N:8]([CH2:1][C:2]2[CH:3]=[CH:4][CH:5]=[CH:6][CH:7]=2)[CH2:13][CH2:12]1)(=[O:30])=[O:29]. The catalyst class is: 344.